From a dataset of Forward reaction prediction with 1.9M reactions from USPTO patents (1976-2016). Predict the product of the given reaction. (1) The product is: [C:1]1([C:7]2[NH:8][C:9]3[C:14]([C:15]=2[CH:16]=[C:24]([C:22]([C:18]([CH3:21])([CH3:20])[CH3:19])=[O:23])[C:25]#[N:26])=[CH:13][CH:12]=[CH:11][CH:10]=3)[CH:2]=[CH:3][CH:4]=[CH:5][CH:6]=1. Given the reactants [C:1]1([C:7]2[NH:8][C:9]3[C:14]([C:15]=2[CH:16]=O)=[CH:13][CH:12]=[CH:11][CH:10]=3)[CH:6]=[CH:5][CH:4]=[CH:3][CH:2]=1.[C:18]([C:22]([CH2:24][C:25]#[N:26])=[O:23])([CH3:21])([CH3:20])[CH3:19], predict the reaction product. (2) Given the reactants [Cl:1][C:2]1[C:15]([Cl:16])=[CH:14][C:5]2[NH:6][C:7]([CH2:9][C:10]([F:13])([F:12])[F:11])=[N:8][C:4]=2[CH:3]=1.C(=O)([O-])[O-].[K+].[K+].[F:23][C:24]([F:38])([F:37])[C:25]1[CH:32]=[C:31]([C:33]([F:36])([F:35])[F:34])[CH:30]=[CH:29][C:26]=1[CH2:27]Br, predict the reaction product. The product is: [F:23][C:24]([F:37])([F:38])[C:25]1[CH:32]=[C:31]([C:33]([F:36])([F:34])[F:35])[CH:30]=[CH:29][C:26]=1[CH2:27][N:8]1[C:4]2[CH:3]=[C:2]([Cl:1])[C:15]([Cl:16])=[CH:14][C:5]=2[N:6]=[C:7]1[CH2:9][C:10]([F:12])([F:13])[F:11]. (3) Given the reactants [H-].[Na+].[CH3:3][C:4]1[CH:5]=[C:6]([NH:15][C:16]2[N:21]=[C:20]([C:22]([F:25])([F:24])[F:23])[CH:19]=[CH:18][N:17]=2)[CH:7]=[C:8]([C:10]2[CH:11]=[N:12][NH:13][CH:14]=2)[CH:9]=1.[CH3:26][C:27]1([C:30]([O:32]C)=[O:31])[O:29][CH2:28]1, predict the reaction product. The product is: [OH:29][C:27]([CH3:28])([CH2:26][N:12]1[CH:11]=[C:10]([C:8]2[CH:7]=[C:6]([NH:15][C:16]3[N:21]=[C:20]([C:22]([F:23])([F:25])[F:24])[CH:19]=[CH:18][N:17]=3)[CH:5]=[C:4]([CH3:3])[CH:9]=2)[CH:14]=[N:13]1)[C:30]([OH:32])=[O:31]. (4) The product is: [NH2:1][C:2]1[C:3]([CH3:19])=[C:4]([CH2:9][CH:10]([CH3:18])[C:11]([O:13][C:14]([CH3:16])([CH3:15])[CH3:17])=[O:12])[CH:5]=[CH:6][C:7]=1[Cl:8]. Given the reactants [NH2:1][C:2]1[C:3]([CH3:19])=[C:4](/[CH:9]=[C:10](\[CH3:18])/[C:11]([O:13][C:14]([CH3:17])([CH3:16])[CH3:15])=[O:12])[CH:5]=[CH:6][C:7]=1[Cl:8].NC1C(C)=C(C=CC=1Cl)CC(=C)C(OC(C)(C)C)=O.[Mg].II.Cl.[OH-].[Na+], predict the reaction product. (5) Given the reactants Cl.[Br:2][C:3]1[CH:4]=[C:5]2[C:10](=[N:11][CH:12]=1)[N:9]([C@H:13]1[CH2:18][CH2:17][CH2:16][NH:15][CH2:14]1)[CH:8]=[C:7]([C:19]([O:21][CH2:22][CH3:23])=[O:20])[C:6]2=[O:24].C([O-])([O-])=O.[K+].[K+].Cl.Br[CH2:33][CH2:34][N:35]1[CH2:40][CH2:39][O:38][CH2:37][CH2:36]1, predict the reaction product. The product is: [Br:2][C:3]1[CH:4]=[C:5]2[C:10](=[N:11][CH:12]=1)[N:9]([C@H:13]1[CH2:18][CH2:17][CH2:16][N:15]([CH2:33][CH2:34][N:35]3[CH2:40][CH2:39][O:38][CH2:37][CH2:36]3)[CH2:14]1)[CH:8]=[C:7]([C:19]([O:21][CH2:22][CH3:23])=[O:20])[C:6]2=[O:24]. (6) Given the reactants [Br:1][C:2]1[CH:7]=[CH:6][C:5]([S:8][CH2:9][CH:10]2[CH2:15][CH2:14][O:13][CH2:12][CH2:11]2)=[CH:4][CH:3]=1.[OH:16]OS([O-])=O.[K+].[OH2:22], predict the reaction product. The product is: [Br:1][C:2]1[CH:3]=[CH:4][C:5]([S:8]([CH2:9][CH:10]2[CH2:15][CH2:14][O:13][CH2:12][CH2:11]2)(=[O:16])=[O:22])=[CH:6][CH:7]=1. (7) Given the reactants Br[C:2]1[S:3][C:4]([C:7]2[CH:12]=[CH:11][C:10]([O:13][CH:14]([CH3:16])[CH3:15])=[C:9]([Cl:17])[CH:8]=2)=[N:5][N:6]=1.O.[NH2:19][NH2:20].O, predict the reaction product. The product is: [Cl:17][C:9]1[CH:8]=[C:7]([C:4]2[S:3][C:2](=[N:19][NH2:20])[NH:6][N:5]=2)[CH:12]=[CH:11][C:10]=1[O:13][CH:14]([CH3:16])[CH3:15]. (8) Given the reactants C([SiH2][O:6][C:7](C)(C)[CH:8]1[CH:12]([O:13][C:14](=[O:30])[CH:15]([NH:19][C:20]([O:22][CH2:23][C:24]2[CH:29]=[CH:28][CH:27]=[CH:26][CH:25]=2)=[O:21])[CH:16]([CH3:18])[CH3:17])[C:11]([OH:32])([CH3:31])[CH:10]([N:33]2[CH:57]=[C:37]3[C:38]([NH:46][C:47]([O:49][CH2:50][O:51][C:52](=[O:56])[CH:53]([CH3:55])[CH3:54])=[O:48])=[CH:39][C:40]4[C:41](=[O:45])[NH:42][N:43]=[CH:44][C:35]([C:36]=43)=[N:34]2)[O:9]1)(C)(C)C, predict the reaction product. The product is: [OH:32][C:11]1([CH3:31])[CH:10]([N:33]2[CH:57]=[C:37]3[C:38]([NH:46][C:47]([O:49][CH2:50][O:51][C:52](=[O:56])[CH:53]([CH3:55])[CH3:54])=[O:48])=[CH:39][C:40]4[C:41](=[O:45])[NH:42][N:43]=[CH:44][C:35]([C:36]=43)=[N:34]2)[O:9][CH:8]([CH2:7][OH:6])[CH:12]1[O:13][C:14](=[O:30])[CH:15]([NH:19][C:20]([O:22][CH2:23][C:24]1[CH:29]=[CH:28][CH:27]=[CH:26][CH:25]=1)=[O:21])[CH:16]([CH3:18])[CH3:17]. (9) Given the reactants [CH2:1]([N:5]1[C:14](=[O:15])[C:13]([C:16]#[N:17])=[C:12]2[C:7]([C:8](=[O:18])[CH2:9][CH2:10][CH2:11]2)=[CH:6]1)[CH2:2][CH2:3][CH3:4].[BH4-].[Na+].Cl, predict the reaction product. The product is: [CH2:1]([N:5]1[C:14](=[O:15])[C:13]([C:16]#[N:17])=[C:12]2[C:7]([CH:8]([OH:18])[CH2:9][CH2:10][CH2:11]2)=[CH:6]1)[CH2:2][CH2:3][CH3:4].